From a dataset of Peptide-MHC class I binding affinity with 185,985 pairs from IEDB/IMGT. Regression. Given a peptide amino acid sequence and an MHC pseudo amino acid sequence, predict their binding affinity value. This is MHC class I binding data. (1) The peptide sequence is AIFQSSMTK. The MHC is HLA-A74:01 with pseudo-sequence YFAMYQENVAHTDVDTLYIMYQDYTWAVLAYTWY. The binding affinity (normalized) is 0.499. (2) The peptide sequence is HVTGRWNWW. The MHC is HLA-A02:12 with pseudo-sequence HLA-A02:12. The binding affinity (normalized) is 0.0847. (3) The peptide sequence is SSQGSEYDY. The MHC is HLA-A24:02 with pseudo-sequence HLA-A24:02. The binding affinity (normalized) is 0. (4) The peptide sequence is GYGRVNAGK. The MHC is HLA-B35:01 with pseudo-sequence HLA-B35:01. The binding affinity (normalized) is 0.0847. (5) The peptide sequence is AVKFAEESYT. The MHC is HLA-A68:02 with pseudo-sequence HLA-A68:02. The binding affinity (normalized) is 0.285. (6) The peptide sequence is ISLQEVFTM. The MHC is HLA-B27:03 with pseudo-sequence HLA-B27:03. The binding affinity (normalized) is 0.0847. (7) The peptide sequence is YELDLWGKI. The MHC is HLA-B15:42 with pseudo-sequence HLA-B15:42. The binding affinity (normalized) is 0.213. (8) The peptide sequence is EREQTLNQL. The MHC is HLA-B27:05 with pseudo-sequence HLA-B27:05. The binding affinity (normalized) is 0.270. (9) The peptide sequence is LLNRFTMAHR. The MHC is HLA-A31:01 with pseudo-sequence HLA-A31:01. The binding affinity (normalized) is 0.00272.